From a dataset of Reaction yield outcomes from USPTO patents with 853,638 reactions. Predict the reaction yield, written as a fraction of the theoretical maximum amount of product (1.0 means a 100% yield; for example, 0.34 means a 34% yield). (1) The reactants are [CH2:1]([N:3]([CH2:15][CH3:16])[CH2:4][CH2:5][CH2:6][O:7][C:8]1[CH:13]=[CH:12][C:11]([NH2:14])=[CH:10][CH:9]=1)[CH3:2].[Cl:17][C:18]1[CH:19]=[C:20]2[C:24](=[CH:25][CH:26]=1)[NH:23][C:22](=[O:27])[C:21]2=[CH:28]O. No catalyst specified. The product is [Cl:17][C:18]1[CH:19]=[C:20]2[C:24](=[CH:25][CH:26]=1)[NH:23][C:22](=[O:27])[C:21]2=[CH:28][NH:14][C:11]1[CH:10]=[CH:9][C:8]([O:7][CH2:6][CH2:5][CH2:4][N:3]([CH2:1][CH3:2])[CH2:15][CH3:16])=[CH:13][CH:12]=1. The yield is 0.460. (2) The reactants are [C:1]([O:4][CH2:5][C:6]1[C:7]([N:13]2[N:22]=[CH:21][C:20]3[C:15](=[C:16]([F:27])[CH:17]=[C:18]([C:23]([CH3:26])([CH3:25])[CH3:24])[CH:19]=3)[C:14]2=[O:28])=[N:8][CH:9]=[CH:10][C:11]=1Cl)(=[O:3])[CH3:2].CC1(C)C(C)(C)[O:33][B:32](B2OC(C)(C)C(C)(C)O2)[O:31]1.CC(C1C=C(C(C)C)C(C2C=CC=CC=2P(C2CCCCC2)C2CCCCC2)=C(C(C)C)C=1)C.CC([O-])=O.[K+]. The catalyst is O1CCOCC1.C1C=CC(P(C2C=CC=CC=2)[C-]2C=CC=C2)=CC=1.C1C=CC(P(C2C=CC=CC=2)[C-]2C=CC=C2)=CC=1.Cl[Pd]Cl.[Fe+2]. The product is [C:1]([O:4][CH2:5][C:6]1[C:7]([N:13]2[N:22]=[CH:21][C:20]3[C:15](=[C:16]([F:27])[CH:17]=[C:18]([C:23]([CH3:26])([CH3:25])[CH3:24])[CH:19]=3)[C:14]2=[O:28])=[N:8][CH:9]=[CH:10][C:11]=1[B:32]([OH:33])[OH:31])(=[O:3])[CH3:2]. The yield is 0.660. (3) The reactants are Cl.Cl.[CH:3]1([N:7]2[CH2:13][CH2:12][CH2:11][NH:10][CH2:9][CH2:8]2)[CH2:6][CH2:5][CH2:4]1.[OH-:14].[Na+].[Cl:16][C:17]1[CH:24]=[CH:23][C:20]([CH2:21]Cl)=[CH:19][N:18]=1. The catalyst is C(OC(C)C)(=O)C. The product is [Cl:16][C:17]1[N:18]=[CH:19][C:20]([C:21]([N:10]2[CH2:11][CH2:12][CH2:13][N:7]([CH:3]3[CH2:6][CH2:5][CH2:4]3)[CH2:8][CH2:9]2)=[O:14])=[CH:23][CH:24]=1. The yield is 0.910. (4) The reactants are [C:15]1(C)[CH:16]=[CH:17]C(S([O-])(=[O:8])=[O:8])=[CH:13][CH:14]=1.[NH+]1[CH:17]=[CH:16][CH:15]=[CH:14][CH:13]=1.[CH2:18]([OH:20])[CH3:19]. No catalyst specified. The product is [CH2:18]([O:20][CH:17]1[CH2:16][CH2:15][CH2:14][CH2:13][O:8]1)[CH3:19]. The yield is 0.950. (5) The product is [CH:21]([NH:20][C:8]1[CH:7]=[C:6]([CH:11]=[C:10]([N:12]2[CH2:17][CH2:16][CH2:15][CH2:14][S:13]2(=[O:19])=[O:18])[N:9]=1)[C:5]([OH:25])=[O:4])([CH2:23][CH3:24])[CH3:22]. The reactants are [OH-].[Li+].C[O:4][C:5](=[O:25])[C:6]1[CH:11]=[C:10]([N:12]2[CH2:17][CH2:16][CH2:15][CH2:14][S:13]2(=[O:19])=[O:18])[N:9]=[C:8]([NH:20][CH:21]([CH2:23][CH3:24])[CH3:22])[CH:7]=1. The catalyst is C1COCC1. The yield is 0.740. (6) The reactants are [C:1]([C:5]1[CH:6]=[CH:7][C:8]([O:25][CH3:26])=[C:9]([NH:11][C:12]([NH:14][C:15]2[CH:20]=[CH:19][C:18]([CH3:21])=[CH:17][C:16]=2[N+:22]([O-])=O)=[O:13])[CH:10]=1)([CH3:4])([CH3:3])[CH3:2]. The catalyst is CCO.[Pd]. The product is [C:1]([C:5]1[CH:6]=[CH:7][C:8]([O:25][CH3:26])=[C:9]([NH:11][C:12]([NH:14][C:15]2[CH:20]=[CH:19][C:18]([CH3:21])=[CH:17][C:16]=2[NH2:22])=[O:13])[CH:10]=1)([CH3:4])([CH3:2])[CH3:3]. The yield is 0.940. (7) The reactants are C([O-])(=O)C.[NH4+:5].[CH3:6][CH:7]1[CH2:11][CH2:10][C:9](=O)[C@@H:8]1[C:13]([O:15][CH2:16][CH3:17])=[O:14]. The catalyst is CO. The product is [NH2:5][C:9]1[CH2:10][CH2:11][C@@H:7]([CH3:6])[C:8]=1[C:13]([O:15][CH2:16][CH3:17])=[O:14]. The yield is 0.970. (8) The reactants are Cl[CH:2]([CH2:6][CH2:7][C:8]1[CH:17]=[CH:16][C:15]([O:18][CH3:19])=[C:14]2[C:9]=1[CH:10]=[CH:11][C:12](=[O:21])[N:13]2[CH3:20])[C:3]([OH:5])=O.[NH2:22][C:23](N)=[S:24].C([O-])(=[O:28])C.[Na+]. The catalyst is COC(O)C. The product is [CH3:19][O:18][C:15]1[CH:16]=[CH:17][C:8]([CH2:7][CH2:6][CH:2]2[S:24][C:23](=[O:28])[NH:22][C:3]2=[O:5])=[C:9]2[C:14]=1[N:13]([CH3:20])[C:12](=[O:21])[CH:11]=[CH:10]2. The yield is 0.310. (9) The yield is 0.980. The catalyst is C(OCC)(=O)C. The reactants are [Br:1][C:2]1[CH:3]=[C:4]([NH:9][C:10]([C:13]2[C:17]([NH:18][CH2:19][CH2:20][O:21][CH3:22])=[N:16][O:15][N:14]=2)=[N:11][OH:12])[CH:5]=[CH:6][C:7]=1[F:8].[C:23](N1C=CN=C1)(N1C=CN=C1)=[O:24]. The product is [Br:1][C:2]1[CH:3]=[C:4]([N:9]2[C:23](=[O:24])[O:12][N:11]=[C:10]2[C:13]2[C:17]([NH:18][CH2:19][CH2:20][O:21][CH3:22])=[N:16][O:15][N:14]=2)[CH:5]=[CH:6][C:7]=1[F:8]. (10) The reactants are [I:1][C:2]1[CH:3]=[C:4]([NH2:9])[CH:5]=[CH:6][C:7]=1[CH3:8].[N:10]([O-])=O.[Na+].O.O.[Sn](Cl)Cl.[OH-].[Na+]. The catalyst is Cl.O. The product is [I:1][C:2]1[CH:3]=[C:4]([NH:9][NH2:10])[CH:5]=[CH:6][C:7]=1[CH3:8]. The yield is 0.570.